This data is from Reaction yield outcomes from USPTO patents with 853,638 reactions. The task is: Predict the reaction yield, written as a fraction of the theoretical maximum amount of product (1.0 means a 100% yield; for example, 0.34 means a 34% yield). (1) The reactants are Br[C:2]1[CH:3]=[C:4]([NH:10][C:11]2[CH:16]=[CH:15][C:14]([N:17]3[CH2:22][CH2:21][N:20]([CH:23]4[CH2:26][O:25][CH2:24]4)[CH2:19][C@@H:18]3[CH2:27][CH3:28])=[CH:13][N:12]=2)[C:5](=[O:9])[N:6]([CH3:8])[CH:7]=1.[B:29]1([B:29]2[O:33][C:32]([CH3:35])([CH3:34])[C:31]([CH3:37])([CH3:36])[O:30]2)[O:33][C:32]([CH3:35])([CH3:34])[C:31]([CH3:37])([CH3:36])[O:30]1.CC(C1C=C(C(C)C)C(C2C=CC=CC=2P(C2CCCCC2)C2CCCCC2)=C(C(C)C)C=1)C.C([O-])(=O)C.[K+]. The catalyst is C1C=CC(/C=C/C(/C=C/C2C=CC=CC=2)=O)=CC=1.C1C=CC(/C=C/C(/C=C/C2C=CC=CC=2)=O)=CC=1.C1C=CC(/C=C/C(/C=C/C2C=CC=CC=2)=O)=CC=1.[Pd].[Pd].O1CCOCC1. The product is [CH2:27]([C@H:18]1[CH2:19][N:20]([CH:23]2[CH2:26][O:25][CH2:24]2)[CH2:21][CH2:22][N:17]1[C:14]1[CH:15]=[CH:16][C:11]([NH:10][C:4]2[C:5](=[O:9])[N:6]([CH3:8])[CH:7]=[C:2]([B:29]3[O:33][C:32]([CH3:35])([CH3:34])[C:31]([CH3:37])([CH3:36])[O:30]3)[CH:3]=2)=[N:12][CH:13]=1)[CH3:28]. The yield is 0.840. (2) The reactants are [C:1]([NH:5][S:6]([C:9]1[C:18]2[C:13](=[CH:14][CH:15]=[CH:16][CH:17]=2)[C:12]([C:19]2[N:20]([CH2:30][CH:31]3[CH2:36][CH2:35][CH2:34][CH2:33][CH2:32]3)[C:21]([CH3:29])=[C:22]([C:24]([O:26]CC)=[O:25])[N:23]=2)=[CH:11][CH:10]=1)(=[O:8])=[O:7])([CH3:4])([CH3:3])[CH3:2].[OH-].[K+].Cl. The catalyst is CCO.O. The product is [C:1]([NH:5][S:6]([C:9]1[C:18]2[C:13](=[CH:14][CH:15]=[CH:16][CH:17]=2)[C:12]([C:19]2[N:20]([CH2:30][CH:31]3[CH2:32][CH2:33][CH2:34][CH2:35][CH2:36]3)[C:21]([CH3:29])=[C:22]([C:24]([OH:26])=[O:25])[N:23]=2)=[CH:11][CH:10]=1)(=[O:8])=[O:7])([CH3:4])([CH3:2])[CH3:3]. The yield is 0.880. (3) The reactants are Br[C:2]1[CH:7]=[CH:6][C:5]([S:8][CH3:9])=[C:4]([F:10])[CH:3]=1.[B:11](OC(C)C)([O:16]C(C)C)[O:12]C(C)C.[OH-].[K+]. The catalyst is C1COCC1. The yield is 0.524. The product is [F:10][C:4]1[CH:3]=[C:2]([B:11]([OH:16])[OH:12])[CH:7]=[CH:6][C:5]=1[S:8][CH3:9]. (4) The reactants are [F:1][C:2]([F:11])([F:10])[C:3]1[CH:9]=[CH:8][C:6]([NH2:7])=[CH:5][CH:4]=1.O=[C:13]([CH2:19][CH3:20])[CH2:14][C:15]([O:17][CH3:18])=[O:16].C1(C)C=CC=CC=1.C(O)(=O)C. The catalyst is O. The product is [F:1][C:2]([F:10])([F:11])[C:3]1[CH:9]=[CH:8][C:6]([NH:7][C:13]([CH2:19][CH3:20])=[CH:14][C:15]([O:17][CH3:18])=[O:16])=[CH:5][CH:4]=1. The yield is 0.728.